This data is from Catalyst prediction with 721,799 reactions and 888 catalyst types from USPTO. The task is: Predict which catalyst facilitates the given reaction. (1) Reactant: [Cl:1][C:2]1[N:7]=[C:6]([C:8]([O:10][CH3:11])=[O:9])[CH:5]=[CH:4][C:3]=1[CH:12]=[O:13].C1N2CCN(CC2)C1.[C:22](#[N:25])[CH:23]=[CH2:24]. Product: [Cl:1][C:2]1[N:7]=[C:6]([C:8]([O:10][CH3:11])=[O:9])[CH:5]=[CH:4][C:3]=1[CH:12]([OH:13])[C:23]([C:22]#[N:25])=[CH2:24]. The catalyst class is: 27. (2) Reactant: C[C:2]1[S:6][C:5]([CH2:7]Br)=[N:4][C:3]=1[Br:9].C(=O)([O-])[O-].[K+].[K+].Cl.[CH:17]12[CH2:22][CH:21]1[CH2:20][NH:19][CH2:18]2. Product: [CH:17]12[CH2:22][CH:21]1[CH2:20][N:19]([CH2:7][C:5]1[S:6][CH:2]=[C:3]([Br:9])[N:4]=1)[CH2:18]2. The catalyst class is: 3. (3) Reactant: Br[C:2]1[CH:3]=[N:4][CH:5]=[C:6]2[C:11]=1[N:10]=[C:9]([C:12]([NH:14][CH:15]([C:17]1[CH:22]=[CH:21][C:20]([S:23]([CH3:26])(=[O:25])=[O:24])=[CH:19][CH:18]=1)[CH3:16])=[O:13])[CH:8]=[CH:7]2.[F:27][C:28]1[CH:29]=[C:30](B(O)O)[CH:31]=[CH:32][C:33]=1[F:34].C(=O)([O-])[O-].[Cs+].[Cs+]. Product: [F:27][C:28]1[CH:29]=[C:30]([C:2]2[CH:3]=[N:4][CH:5]=[C:6]3[C:11]=2[N:10]=[C:9]([C:12]([NH:14][CH:15]([C:17]2[CH:22]=[CH:21][C:20]([S:23]([CH3:26])(=[O:25])=[O:24])=[CH:19][CH:18]=2)[CH3:16])=[O:13])[CH:8]=[CH:7]3)[CH:31]=[CH:32][C:33]=1[F:34]. The catalyst class is: 688. (4) Reactant: [CH:1]1[C:13]2[CH:12]([CH2:14][O:15][C:16]([NH:18][C@@H:19]([CH2:27][C:28]3[CH:29]=[N:30][CH:31]=[N:32][C:33]=3[C:34]3[CH:39]=[CH:38][CH:37]=[CH:36][C:35]=3[CH3:40])[C:20]([O:22]C(C)(C)C)=[O:21])=[O:17])[C:11]3[C:6](=[CH:7][CH:8]=[CH:9][CH:10]=3)[C:5]=2[CH:4]=[CH:3][CH:2]=1.[Cl-:41].[Ca+2].[Cl-]. Product: [ClH:41].[CH:10]1[C:11]2[CH:12]([CH2:14][O:15][C:16]([NH:18][C@@H:19]([CH2:27][C:28]3[CH:29]=[N:30][CH:31]=[N:32][C:33]=3[C:34]3[CH:39]=[CH:38][CH:37]=[CH:36][C:35]=3[CH3:40])[C:20]([OH:22])=[O:21])=[O:17])[C:13]3[C:5](=[CH:4][CH:3]=[CH:2][CH:1]=3)[C:6]=2[CH:7]=[CH:8][CH:9]=1. The catalyst class is: 67. (5) Reactant: [CH:1]1[CH:2]=[CH:3][C:4]([C@@H:7]2[N:16]([C:17]([O:19][C@@H:20]3[CH:25]4[CH2:26][CH2:27][N:22]([CH2:23][CH2:24]4)[CH2:21]3)=[O:18])[CH2:15][CH2:14][C:13]3[CH:12]=[CH:11][CH:10]=[CH:9][C:8]2=3)=[CH:5][CH:6]=1.[C:28]([OH:35])(=[O:34])[CH2:29][CH2:30][C:31]([OH:33])=[O:32]. Product: [CH:1]1[CH:6]=[CH:5][C:4]([C@@H:7]2[N:16]([C:17]([O:19][C@@H:20]3[CH:25]4[CH2:24][CH2:23][N:22]([CH2:27][CH2:26]4)[CH2:21]3)=[O:18])[CH2:15][CH2:14][C:13]3[CH:12]=[CH:11][CH:10]=[CH:9][C:8]2=3)=[CH:3][CH:2]=1.[CH2:29]([C:28]([OH:35])=[O:34])[CH2:30][C:31]([OH:33])=[O:32]. The catalyst class is: 194. (6) Reactant: [F:1][C:2]1[CH:3]=[C:4]([C:13]([CH3:17])([CH3:16])[CH2:14]O)[CH:5]=[C:6]2[C:11]=1[C:10](=[O:12])[NH:9][CH:8]=[CH:7]2.C(N(S(F)(F)[F:24])CC)C.O. Product: [F:1][C:2]1[CH:3]=[C:4]([C:13]([CH3:17])([CH3:16])[CH2:14][F:24])[CH:5]=[C:6]2[C:11]=1[C:10](=[O:12])[NH:9][CH:8]=[CH:7]2. The catalyst class is: 2.